From a dataset of Reaction yield outcomes from USPTO patents with 853,638 reactions. Predict the reaction yield, written as a fraction of the theoretical maximum amount of product (1.0 means a 100% yield; for example, 0.34 means a 34% yield). (1) The reactants are [Li]CCCC.CCCCCC.[CH3:12][O:13][C:14]1[CH:19]=[CH:18][C:17]([NH:20][C:21](=O)[C:22]([CH3:25])([CH3:24])[CH3:23])=[C:16]([CH3:27])[CH:15]=1.Cl. The catalyst is C1COCC1. The product is [C:22]([C:21]1[NH:20][C:17]2[C:16]([CH:27]=1)=[CH:15][C:14]([O:13][CH3:12])=[CH:19][CH:18]=2)([CH3:25])([CH3:24])[CH3:23]. The yield is 0.830. (2) The reactants are [CH2:1]([O:3][C:4]([C:6]1[CH2:10][C:9]([O-:11])=[C:8](C(OC)=O)[C:7]=1[CH2:16][CH3:17])=[O:5])[CH3:2].[Na+].[Cl-].[K+].CC(O)=O.C([O-])(O)=O.[Na+]. The catalyst is O.C1(C)C=CC=CC=1. The product is [CH2:16]([C:7]1[CH:6]([C:4]([O:3][CH2:1][CH3:2])=[O:5])[CH2:10][C:9](=[O:11])[CH:8]=1)[CH3:17]. The yield is 0.690. (3) The reactants are Br[C:2]1[N:7]=[C:6]([C:8]([N:10]2[CH2:15][CH2:14][CH:13]([CH3:16])[CH2:12][CH2:11]2)=[O:9])[CH:5]=[CH:4][CH:3]=1.[NH:17]1[CH2:22][CH2:21][CH2:20][CH2:19][CH2:18]1.CC(C)([O-])C.[Na+]. The catalyst is C1(C)C=CC=CC=1.C1C=CC(/C=C/C(/C=C/C2C=CC=CC=2)=O)=CC=1.C1C=CC(/C=C/C(/C=C/C2C=CC=CC=2)=O)=CC=1.C1C=CC(/C=C/C(/C=C/C2C=CC=CC=2)=O)=CC=1.[Pd].[Pd].CC1(C)C2C(=C(P(C3C=CC=CC=3)C3C=CC=CC=3)C=CC=2)OC2C(P(C3C=CC=CC=3)C3C=CC=CC=3)=CC=CC1=2. The product is [CH3:16][CH:13]1[CH2:14][CH2:15][N:10]([C:8]([C:6]2[CH:5]=[CH:4][CH:3]=[C:2]([N:17]3[CH2:22][CH2:21][CH2:20][CH2:19][CH2:18]3)[N:7]=2)=[O:9])[CH2:11][CH2:12]1. The yield is 0.800. (4) The catalyst is CCOC(C)=O.C1C=CC(/C=C/C(/C=C/C2C=CC=CC=2)=O)=CC=1.C1C=CC(/C=C/C(/C=C/C2C=CC=CC=2)=O)=CC=1.C1C=CC(/C=C/C(/C=C/C2C=CC=CC=2)=O)=CC=1.[Pd].[Pd].COCCOC. The product is [C:1]([C:5]1[CH:6]=[CH:7][C:8]([CH2:9][N:10]2[C:14](=[O:15])[N:13]([CH2:16][CH3:17])[C:12]([CH2:18][CH2:19][CH2:20][C:21]3[CH:22]=[CH:23][C:24]([C:72]4[CH:73]=[CH:68][CH:69]=[C:70]([CH:74]=[CH:75][C:76]([OH:78])=[O:77])[CH:71]=4)=[CH:25][CH:26]=3)=[N:11]2)=[CH:36][CH:37]=1)([CH3:4])([CH3:2])[CH3:3]. The yield is 0.730. The reactants are [C:1]([C:5]1[CH:37]=[CH:36][C:8]([CH2:9][N:10]2[C:14](=[O:15])[N:13]([CH2:16][CH3:17])[C:12]([CH2:18][CH2:19][CH2:20][C:21]3[CH:26]=[CH:25][C:24](B4OC(C)(C)C(C)(C)O4)=[CH:23][CH:22]=3)=[N:11]2)=[CH:7][CH:6]=1)([CH3:4])([CH3:3])[CH3:2].C1(P(C2CCCCC2)C2C=CC=CC=2C2C(OC)=CC=CC=2OC)CCCCC1.Br[C:68]1[CH:69]=[C:70](/[CH:74]=[CH:75]/[C:76]([OH:78])=[O:77])[CH:71]=[CH:72][CH:73]=1.P([O-])([O-])([O-])=O.[K+].[K+].[K+].